Dataset: Forward reaction prediction with 1.9M reactions from USPTO patents (1976-2016). Task: Predict the product of the given reaction. (1) Given the reactants ClC1[CH:3]=[C:4]([CH:7]=[CH:8]C=1F)[CH2:5]N.[BH-](OC(C)=O)(OC(C)=O)[O:12][C:13](C)=[O:14].[Na+].CN1C(=[O:31])CCC1, predict the reaction product. The product is: [CH3:8][CH:7]([OH:31])[C:4]([C:13]([OH:14])=[O:12])([CH3:5])[CH3:3]. (2) Given the reactants [CH3:1][O:2][C:3]1[CH:8]=[C:7]([O:9][CH2:10][CH2:11][S:12][CH3:13])[CH:6]=[CH:5][C:4]=1[N+:14]([O-])=O.[NH4+].[Cl-], predict the reaction product. The product is: [CH3:1][O:2][C:3]1[CH:8]=[C:7]([O:9][CH2:10][CH2:11][S:12][CH3:13])[CH:6]=[CH:5][C:4]=1[NH2:14]. (3) Given the reactants O=[C:2]([CH3:17])[CH2:3][C:4]([O:6][CH2:7][C:8]1[CH:16]=[CH:15][C:11]2[O:12][CH2:13][O:14][C:10]=2[CH:9]=1)=[O:5].[CH3:18][NH:19][C:20]([NH:22][CH3:23])=[O:21].[O:24]1[CH:28]=[CH:27][CH:26]=[C:25]1[CH:29]=O, predict the reaction product. The product is: [O:24]1[CH:28]=[CH:27][CH:26]=[C:25]1[CH:29]1[C:3]([C:4]([O:6][CH2:7][C:8]2[CH:16]=[CH:15][C:11]3[O:12][CH2:13][O:14][C:10]=3[CH:9]=2)=[O:5])=[C:2]([CH3:17])[N:22]([CH3:23])[C:20](=[O:21])[N:19]1[CH3:18]. (4) Given the reactants Br[C:2]1[CH:3]=[C:4]2[C:8](=[CH:9][CH:10]=1)[N:7]([CH:11]1[CH2:16][CH2:15][CH2:14][CH2:13][O:12]1)[N:6]=[CH:5]2.[B:17]1([B:17]2[O:21][C:20]([CH3:23])([CH3:22])[C:19]([CH3:25])([CH3:24])[O:18]2)[O:21][C:20]([CH3:23])([CH3:22])[C:19]([CH3:25])([CH3:24])[O:18]1.CC([O-])=O.[K+].C(Cl)Cl, predict the reaction product. The product is: [O:12]1[CH2:13][CH2:14][CH2:15][CH2:16][CH:11]1[N:7]1[C:8]2[C:4](=[CH:3][C:2]([B:17]3[O:21][C:20]([CH3:23])([CH3:22])[C:19]([CH3:25])([CH3:24])[O:18]3)=[CH:10][CH:9]=2)[CH:5]=[N:6]1. (5) The product is: [Cl:1][C:2]1[C:10]([F:11])=[CH:9][CH:8]=[CH:7][C:3]=1[C:4]([NH:20][CH2:19][CH:18]([N:15]1[CH2:16][CH2:17][O:12][CH2:13][CH2:14]1)[C:21]1[CH:26]=[N:25][C:24]([C:27]([F:29])([F:30])[F:28])=[N:23][CH:22]=1)=[O:6]. Given the reactants [Cl:1][C:2]1[C:10]([F:11])=[CH:9][CH:8]=[CH:7][C:3]=1[C:4]([OH:6])=O.[O:12]1[CH2:17][CH2:16][N:15]([CH:18]([C:21]2[CH:22]=[N:23][C:24]([C:27]([F:30])([F:29])[F:28])=[N:25][CH:26]=2)[CH2:19][NH2:20])[CH2:14][CH2:13]1, predict the reaction product. (6) Given the reactants [N:1]1[C:10]2[C:5](=[CH:6][C:7]([CH2:11][C:12]3[N:16]4[N:17]=[C:18]([C:21](=O)[CH3:22])[CH:19]=[CH:20][C:15]4=[N:14][N:13]=3)=[CH:8][CH:9]=2)[CH:4]=[CH:3][CH:2]=1.[CH2:24]([O:31][NH2:32])[C:25]1[CH:30]=[CH:29][CH:28]=[CH:27][CH:26]=1, predict the reaction product. The product is: [CH2:24]([O:31]/[N:32]=[C:21](/[C:18]1[CH:19]=[CH:20][C:15]2[N:16]([C:12]([CH2:11][C:7]3[CH:6]=[C:5]4[C:10](=[CH:9][CH:8]=3)[N:1]=[CH:2][CH:3]=[CH:4]4)=[N:13][N:14]=2)[N:17]=1)\[CH3:22])[C:25]1[CH:30]=[CH:29][CH:28]=[CH:27][CH:26]=1. (7) Given the reactants [C:1]([O:5][C:6]([N:8]([CH3:14])[C@@H:9]([CH3:13])[C:10]([OH:12])=O)=[O:7])([CH3:4])([CH3:3])[CH3:2].C(Cl)CCl.N1C2C(=NC=CC=2)N(O)N=1.OC(C(F)(F)F)=O.[NH2:36][C@@H:37]([C:73]([SH:76])([CH3:75])[CH3:74])[C:38]([N:40]1[C@H:49]([C:50]([N:52]([CH2:62][C:63]2[CH:72]=[CH:71][C:66]([C:67]([O:69][CH3:70])=[O:68])=[CH:65][CH:64]=2)[C@@H:53]([C:55]2[CH:60]=[CH:59][CH:58]=[CH:57][C:56]=2[F:61])[CH3:54])=[O:51])[CH2:48][C:47]2[C:42](=[CH:43][CH:44]=[CH:45][CH:46]=2)[CH2:41]1)=[O:39].CCN(C(C)C)C(C)C, predict the reaction product. The product is: [C:1]([O:5][C:6]([N:8]([CH3:14])[C@@H:9]([CH3:13])[C:10]([NH:36][C@@H:37]([C:73]([SH:76])([CH3:75])[CH3:74])[C:38]([N:40]1[C@H:49]([C:50]([N:52]([CH2:62][C:63]2[CH:72]=[CH:71][C:66]([C:67]([O:69][CH3:70])=[O:68])=[CH:65][CH:64]=2)[C@@H:53]([C:55]2[CH:60]=[CH:59][CH:58]=[CH:57][C:56]=2[F:61])[CH3:54])=[O:51])[CH2:48][C:47]2[C:42](=[CH:43][CH:44]=[CH:45][CH:46]=2)[CH2:41]1)=[O:39])=[O:12])=[O:7])([CH3:2])([CH3:3])[CH3:4]. (8) Given the reactants Cl.Cl.N[CH2:4][CH2:5][N:6]1[CH2:11][CH2:10][C:9]([CH2:15][C:16]2[CH:21]=[CH:20][CH:19]=[CH:18][CH:17]=2)([C:12]([OH:14])=[O:13])[CH2:8][CH2:7]1.CC1C=C(NC(N[C:25]2[C:30]3C(=CC=C[CH:29]=3)N=[C:27](C)[CH:26]=2)=O)[C:30]2[C:25](=[CH:26][CH:27]=C[CH:29]=2)N=1.[CH2:48]1COC[CH2:49]1, predict the reaction product. The product is: [CH2:48]([O:14][C:12]([C:9]1([CH2:15][C:16]2[CH:21]=[CH:20][CH:19]=[CH:18][CH:17]=2)[CH2:10][CH2:11][N:6]([CH2:5][C:4]2[CH:29]=[CH:30][CH:25]=[CH:26][CH:27]=2)[CH2:7][CH2:8]1)=[O:13])[CH3:49]. (9) Given the reactants [C:1]([O:5][C:6]([NH:8][C@@H:9]([C:13]([CH3:16])([CH3:15])[CH3:14])[C:10]([OH:12])=O)=[O:7])([CH3:4])([CH3:3])[CH3:2].C(Cl)CCl.N1C2C(=NC=CC=2)N(O)N=1.[Cl:31][C:32]1[CH:37]=[CH:36][CH:35]=[CH:34][C:33]=1[C@H:38]([N:40]([CH2:53][C:54]1[CH:63]=[CH:62][C:57]([C:58]([O:60][CH3:61])=[O:59])=[CH:56][CH:55]=1)[C:41]([C@@H:43]1[CH2:52][C:51]2[C:46](=[CH:47][CH:48]=[CH:49][CH:50]=2)[CH2:45][NH:44]1)=[O:42])[CH3:39].C(O)(C(F)(F)F)=O.CN1CCOCC1, predict the reaction product. The product is: [C:1]([O:5][C:6]([NH:8][C@@H:9]([C:13]([CH3:16])([CH3:15])[CH3:14])[C:10]([N:44]1[C@H:43]([C:41]([N:40]([CH2:53][C:54]2[CH:55]=[CH:56][C:57]([C:58]([O:60][CH3:61])=[O:59])=[CH:62][CH:63]=2)[C@@H:38]([C:33]2[CH:34]=[CH:35][CH:36]=[CH:37][C:32]=2[Cl:31])[CH3:39])=[O:42])[CH2:52][C:51]2[C:46](=[CH:47][CH:48]=[CH:49][CH:50]=2)[CH2:45]1)=[O:12])=[O:7])([CH3:2])([CH3:3])[CH3:4].